Dataset: Forward reaction prediction with 1.9M reactions from USPTO patents (1976-2016). Task: Predict the product of the given reaction. (1) Given the reactants CO[C:3](=[O:20])[C:4]([OH:19])=[CH:5][C:6](=[O:18])[N:7]([CH2:10][C:11]1[CH:16]=[CH:15][C:14]([F:17])=[CH:13][CH:12]=1)[O:8][CH3:9].[CH2:21]=O.[NH2:23][CH2:24][CH2:25][N:26]1[CH2:31][CH2:30][NH:29][CH2:28][CH2:27]1, predict the reaction product. The product is: [F:17][C:14]1[CH:13]=[CH:12][C:11]([CH2:10][N:7]([O:8][CH3:9])[C:6]([C:5]2[CH2:21][N:23]([CH2:24][CH2:25][N:26]3[CH2:31][CH2:30][NH:29][CH2:28][CH2:27]3)[C:3](=[O:20])[C:4]=2[OH:19])=[O:18])=[CH:16][CH:15]=1. (2) The product is: [Br:1][C:2]1[N:6]2[CH:7]=[CH:8][CH:9]=[CH:10][C:5]2=[C:4]([C:11]([N:16]([O:17][CH3:18])[CH3:15])=[O:13])[N:3]=1. Given the reactants [Br:1][C:2]1[N:6]2[CH:7]=[CH:8][CH:9]=[CH:10][C:5]2=[C:4]([C:11]([OH:13])=O)[N:3]=1.Cl.[CH3:15][NH:16][O:17][CH3:18].C1C=NC2N(O)N=NC=2C=1.CCN=C=NCCCN(C)C.Cl, predict the reaction product.